This data is from Catalyst prediction with 721,799 reactions and 888 catalyst types from USPTO. The task is: Predict which catalyst facilitates the given reaction. (1) Reactant: [Li+].[OH-].[OH:3][C:4]1[CH:13]=[CH:12][C:11]([NH:14][C:15](=[O:48])[C@@H:16]([NH:21][C:22](=[O:47])[CH:23]([O:26][CH2:27][CH2:28][CH2:29][CH2:30]/[CH:31]=[CH:32]\[CH2:33]/[CH:34]=[CH:35]\[CH2:36]/[CH:37]=[CH:38]\[CH2:39]/[CH:40]=[CH:41]\[CH2:42]/[CH:43]=[CH:44]\[CH2:45][CH3:46])[CH2:24][CH3:25])[CH2:17][CH:18]([CH3:20])[CH3:19])=[CH:10][C:5]=1[C:6]([O:8]C)=[O:7].Cl. Product: [OH:3][C:4]1[CH:13]=[CH:12][C:11]([NH:14][C:15](=[O:48])[C@@H:16]([NH:21][C:22](=[O:47])[CH:23]([O:26][CH2:27][CH2:28][CH2:29][CH2:30]/[CH:31]=[CH:32]\[CH2:33]/[CH:34]=[CH:35]\[CH2:36]/[CH:37]=[CH:38]\[CH2:39]/[CH:40]=[CH:41]\[CH2:42]/[CH:43]=[CH:44]\[CH2:45][CH3:46])[CH2:24][CH3:25])[CH2:17][CH:18]([CH3:19])[CH3:20])=[CH:10][C:5]=1[C:6]([OH:8])=[O:7]. The catalyst class is: 5. (2) Reactant: [NH2:1][C:2]1[S:3][CH:4]=[C:5]([C:7]2[CH:16]=[CH:15][C:14]3[C:9](=[CH:10][CH:11]=[CH:12][CH:13]=3)[CH:8]=2)[N:6]=1.[C:17]12[C:25](=[O:26])[O:24][C:22](=[O:23])[C:18]=1[CH2:19][CH2:20][CH2:21]2. Product: [CH:8]1[C:9]2[C:14](=[CH:13][CH:12]=[CH:11][CH:10]=2)[CH:15]=[CH:16][C:7]=1[C:5]1[N:6]=[C:2]([NH:1][C:25]([C:17]2[CH2:21][CH2:20][CH2:19][C:18]=2[C:22]([OH:24])=[O:23])=[O:26])[S:3][CH:4]=1. The catalyst class is: 17.